From a dataset of Reaction yield outcomes from USPTO patents with 853,638 reactions. Predict the reaction yield, written as a fraction of the theoretical maximum amount of product (1.0 means a 100% yield; for example, 0.34 means a 34% yield). The reactants are [CH3:1][C:2]1[O:6][N:5]=[C:4]([C:7]2[CH:12]=[CH:11][CH:10]=[CH:9][CH:8]=2)[C:3]=1[CH2:13][O:14][C:15]1[CH:23]=[CH:22][C:18]([C:19]([OH:21])=O)=[CH:17][N:16]=1.[NH2:24][CH2:25][C:26]1[C:27](=[O:33])[NH:28][N:29]=[C:30]([CH3:32])[CH:31]=1. No catalyst specified. The product is [CH3:32][C:30]1[CH:31]=[C:26]([CH2:25][NH:24][C:19](=[O:21])[C:18]2[CH:22]=[CH:23][C:15]([O:14][CH2:13][C:3]3[C:4]([C:7]4[CH:8]=[CH:9][CH:10]=[CH:11][CH:12]=4)=[N:5][O:6][C:2]=3[CH3:1])=[N:16][CH:17]=2)[C:27](=[O:33])[NH:28][N:29]=1. The yield is 0.830.